From a dataset of M1 muscarinic receptor agonist screen with 61,833 compounds. Binary Classification. Given a drug SMILES string, predict its activity (active/inactive) in a high-throughput screening assay against a specified biological target. (1) The molecule is Clc1c(CSc2[nH]c(=O)ccn2)cccc1. The result is 0 (inactive). (2) The compound is S(=O)(=O)(N(n1cnnc1)CC(OC)=O)c1ccccc1. The result is 0 (inactive). (3) The compound is S(=O)(=O)(N1CC(CCC1)C(=O)NCc1occc1)c1c2nsnc2ccc1. The result is 0 (inactive). (4) The compound is O=C(N1CCCC1)c1nn2c(c1)cccc2. The result is 0 (inactive). (5) The drug is n1c(NCc2ccccc2)c2c(CCN(C2)Cc2ccccc2)c2c1n[nH]c2N. The result is 0 (inactive). (6) The drug is Clc1ccc(OCC(O)CN2C(CCCC2C)C)cc1. The result is 0 (inactive). (7) The drug is S(c1n(c(=O)c2c(n1)cc(cc2)C(OC)=O)c1ccccc1)CC(=O)NC(=O)NC. The result is 0 (inactive). (8) The compound is S(c1n(c2c(n(c(=O)[nH]c2=O)C)n1)CC=C)CCCc1ccccc1. The result is 0 (inactive). (9) The drug is O(c1c(Nc2ncnc3n(ncc23)c2ccccc2)cccc1)CC. The result is 0 (inactive).